From a dataset of CYP3A4 inhibition data for predicting drug metabolism from PubChem BioAssay. Regression/Classification. Given a drug SMILES string, predict its absorption, distribution, metabolism, or excretion properties. Task type varies by dataset: regression for continuous measurements (e.g., permeability, clearance, half-life) or binary classification for categorical outcomes (e.g., BBB penetration, CYP inhibition). Dataset: cyp3a4_veith. (1) The molecule is O=C(NCC1CCCO1)C1CC(=O)N(C2CCCCCC2)C1. The result is 0 (non-inhibitor). (2) The drug is COc1ccc(COC(=O)N/N=C2/C[C@@H](O)[C@@H](O)[C@@H]3[C@@H]4C(=O)N(Cc5ccc6c(c5)OCO6)C(=O)[C@H]4CC[C@@H]23)cc1. The result is 1 (inhibitor). (3) The drug is CCC(Sc1nc2cc3c(cc2c(=O)n1Cc1ccco1)OCO3)C(=O)Nc1ccccc1OC. The result is 1 (inhibitor). (4) The drug is Cc1nc(SCC(=O)Nc2c(C)n(C)n(-c3ccccc3)c2=O)nc(C)c1C. The result is 0 (non-inhibitor). (5) The drug is CC(=O)NCCNc1ncnc2ccc(-c3ccc(C(=O)N(C)C)cc3)cc12. The result is 0 (non-inhibitor). (6) The drug is Cn1c(=O)c2[nH]cnc2n(C)c1=O.[CH2-][C@H](Cc1cccc2cc(C(=O)O)c(=O)oc12)OC.[Hg].[OH-]. The result is 0 (non-inhibitor). (7) The compound is CC1=C(C(=O)Nc2ccccc2)C(c2ccco2)NC(=S)N1. The result is 0 (non-inhibitor).